From a dataset of Full USPTO retrosynthesis dataset with 1.9M reactions from patents (1976-2016). Predict the reactants needed to synthesize the given product. (1) Given the product [Br:13][C:14]1[CH:19]=[CH:18][C:17]([O:20][CH3:21])=[CH:16][C:15]=1[O:22][CH2:12][C:6]1([OH:11])[CH2:7][CH2:8][CH2:9][C:10]2[N:1]=[CH:2][N:3]=[CH:4][C:5]1=2, predict the reactants needed to synthesize it. The reactants are: [N:1]1[C:10]2[CH2:9][CH2:8][CH2:7][C:6]3([CH2:12][O:11]3)[C:5]=2[CH:4]=[N:3][CH:2]=1.[Br:13][C:14]1[CH:19]=[CH:18][C:17]([O:20][CH3:21])=[CH:16][C:15]=1[OH:22].C(=O)([O-])[O-].[K+].[K+]. (2) Given the product [F:32][C:20]1[CH:21]=[C:22]([N:25]2[CH:30]=[CH:29][CH:28]=[CH:27][C:26]2=[O:31])[CH:23]=[CH:24][C:19]=1[NH:18][C:17]([CH:9]1[C:10]2[C:15](=[CH:14][CH:13]=[CH:12][CH:11]=2)[CH2:16][NH:8]1)=[O:33], predict the reactants needed to synthesize it. The reactants are: C(OC([N:8]1[CH2:16][C:15]2[C:10](=[CH:11][CH:12]=[CH:13][CH:14]=2)[CH:9]1[C:17](=[O:33])[NH:18][C:19]1[CH:24]=[CH:23][C:22]([N:25]2[CH:30]=[CH:29][CH:28]=[CH:27][C:26]2=[O:31])=[CH:21][C:20]=1[F:32])=O)(C)(C)C.CCOC(C)=O. (3) Given the product [CH3:54][N:49]([C:40]1[N:39]=[C:38]([C:35]2[CH:36]=[CH:37][C:32]([F:31])=[CH:33][CH:34]=2)[C:43](/[CH:44]=[CH:15]/[C@H:4]2[O:3][C:2]([CH3:1])([CH3:30])[O:7][C@@H:6]([CH2:8][C:9]([N:11]([O:13][CH3:14])[CH3:12])=[O:10])[CH2:5]2)=[C:42]([CH:46]([CH3:48])[CH3:47])[N:41]=1)[S:50]([CH3:53])(=[O:52])=[O:51], predict the reactants needed to synthesize it. The reactants are: [CH3:1][C:2]1([CH3:30])[O:7][C@@H:6]([CH2:8][C:9]([N:11]([O:13][CH3:14])[CH3:12])=[O:10])[CH2:5][C@@H:4]([CH2:15]S(C2N(C3C=CC=CC=3)N=NN=2)(=O)=O)[O:3]1.[F:31][C:32]1[CH:37]=[CH:36][C:35]([C:38]2[C:43]([CH:44]=O)=[C:42]([CH:46]([CH3:48])[CH3:47])[N:41]=[C:40]([N:49]([CH3:54])[S:50]([CH3:53])(=[O:52])=[O:51])[N:39]=2)=[CH:34][CH:33]=1.C[Si]([N-][Si](C)(C)C)(C)C.[Li+].C(=O)(O)[O-].[Na+]. (4) Given the product [CH:14]([C:13]1[CH:12]=[C:11]([CH:18]=[CH:17][CH:16]=1)[O:10][C:2]1[CH:9]=[CH:8][C:5]([C:6]#[N:7])=[CH:4][CH:3]=1)=[O:15], predict the reactants needed to synthesize it. The reactants are: F[C:2]1[CH:9]=[CH:8][C:5]([C:6]#[N:7])=[CH:4][CH:3]=1.[OH:10][C:11]1[CH:12]=[C:13]([CH:16]=[CH:17][CH:18]=1)[CH:14]=[O:15]. (5) Given the product [Br:12][C:8]1[CH:7]=[C:6]([C:4]2[N:23]=[C:21]([NH:20][C:16]3[CH:17]=[CH:18][CH:19]=[C:14]([CH3:13])[CH:15]=3)[S:22][CH:3]=2)[CH:11]=[CH:10][N:9]=1, predict the reactants needed to synthesize it. The reactants are: Br.Br[CH2:3][C:4]([C:6]1[CH:11]=[CH:10][N:9]=[C:8]([Br:12])[CH:7]=1)=O.[CH3:13][C:14]1[CH:15]=[C:16]([NH:20][C:21]([NH2:23])=[S:22])[CH:17]=[CH:18][CH:19]=1.N. (6) The reactants are: [CH:1]([NH:14][C:15]1[C:20]([Cl:21])=[C:19]([O:22][C:23]2[CH:28]=[CH:27][C:26]([NH:29][C:30]([C:32]3[C:37](=[O:38])[C:36]([C:39]4[CH:44]=[CH:43][C:42]([F:45])=[CH:41][CH:40]=4)=[CH:35][NH:34][CH:33]=3)=[O:31])=[CH:25][C:24]=2[F:46])[CH:18]=[CH:17][N:16]=1)([C:8]1[CH:13]=[CH:12][CH:11]=[CH:10][CH:9]=1)[C:2]1[CH:7]=[CH:6][CH:5]=[CH:4][CH:3]=1.C([O-])([O-])=O.[K+].[K+].[N:53]1([C:64]([O:66][C:67]([CH3:70])([CH3:69])[CH3:68])=[O:65])[CH2:58][CH2:57][CH:56]([C:59]([O:61][CH2:62]Cl)=[O:60])[CH2:55][CH2:54]1. Given the product [N:53]1([C:64]([O:66][C:67]([CH3:70])([CH3:69])[CH3:68])=[O:65])[CH2:54][CH2:55][CH:56]([C:59]([O:61][CH2:62][N:34]2[CH:35]=[C:36]([C:39]3[CH:40]=[CH:41][C:42]([F:45])=[CH:43][CH:44]=3)[C:37](=[O:38])[C:32]([C:30](=[O:31])[NH:29][C:26]3[CH:27]=[CH:28][C:23]([O:22][C:19]4[CH:18]=[CH:17][N:16]=[C:15]([NH:14][CH:1]([C:2]5[CH:7]=[CH:6][CH:5]=[CH:4][CH:3]=5)[C:8]5[CH:9]=[CH:10][CH:11]=[CH:12][CH:13]=5)[C:20]=4[Cl:21])=[C:24]([F:46])[CH:25]=3)=[CH:33]2)=[O:60])[CH2:57][CH2:58]1, predict the reactants needed to synthesize it. (7) The reactants are: [CH3:1][N:2]([CH3:50])[CH2:3][C:4]([N:6]1[C:14]2[C:9](=[CH:10][C:11]([O:48][CH3:49])=[C:12]([NH:15][C:16]3[N:17]=[C:18]([NH:36][C:37]4[CH:46]=[CH:45][CH:44]=[C:43]([F:47])[C:38]=4[C:39]([NH:41][CH3:42])=[O:40])[C:19]4[C:24]([CH3:25])=[CH:23][N:22](S(C5C=CC(C)=CC=5)(=O)=O)[C:20]=4[N:21]=3)[CH:13]=2)[CH2:8][CH2:7]1)=[O:5].[OH-].[Na+].O. Given the product [CH3:50][N:2]([CH3:1])[CH2:3][C:4]([N:6]1[C:14]2[C:9](=[CH:10][C:11]([O:48][CH3:49])=[C:12]([NH:15][C:16]3[NH:21][C:20]4=[N:22][CH:23]=[C:24]([CH3:25])[C:19]4=[C:18]([NH:36][C:37]4[CH:46]=[CH:45][CH:44]=[C:43]([F:47])[C:38]=4[C:39]([NH:41][CH3:42])=[O:40])[N:17]=3)[CH:13]=2)[CH2:8][CH2:7]1)=[O:5], predict the reactants needed to synthesize it. (8) Given the product [CH2:17]([O:1][C:2]1[CH:9]=[CH:8][C:5]([CH:6]=[O:7])=[CH:4][CH:3]=1)[CH2:18][CH2:19][CH3:20], predict the reactants needed to synthesize it. The reactants are: [OH:1][C:2]1[CH:9]=[CH:8][C:5]([CH:6]=[O:7])=[CH:4][CH:3]=1.C(=O)([O-])[O-].[K+].[K+].Br[CH2:17][CH2:18][CH2:19][CH3:20].